Dataset: NCI-60 drug combinations with 297,098 pairs across 59 cell lines. Task: Regression. Given two drug SMILES strings and cell line genomic features, predict the synergy score measuring deviation from expected non-interaction effect. (1) Drug 1: C1=C(C(=O)NC(=O)N1)N(CCCl)CCCl. Drug 2: CC1=CC=C(C=C1)C2=CC(=NN2C3=CC=C(C=C3)S(=O)(=O)N)C(F)(F)F. Cell line: 786-0. Synergy scores: CSS=18.8, Synergy_ZIP=-4.14, Synergy_Bliss=-7.55, Synergy_Loewe=-6.63, Synergy_HSA=-6.18. (2) Drug 1: CC1CCC2CC(C(=CC=CC=CC(CC(C(=O)C(C(C(=CC(C(=O)CC(OC(=O)C3CCCCN3C(=O)C(=O)C1(O2)O)C(C)CC4CCC(C(C4)OC)O)C)C)O)OC)C)C)C)OC. Drug 2: CS(=O)(=O)OCCCCOS(=O)(=O)C. Cell line: NCI/ADR-RES. Synergy scores: CSS=5.58, Synergy_ZIP=-3.07, Synergy_Bliss=2.44, Synergy_Loewe=-8.00, Synergy_HSA=1.04. (3) Drug 1: CC(C)(C#N)C1=CC(=CC(=C1)CN2C=NC=N2)C(C)(C)C#N. Drug 2: CC1CCCC2(C(O2)CC(NC(=O)CC(C(C(=O)C(C1O)C)(C)C)O)C(=CC3=CSC(=N3)C)C)C. Cell line: HCT-15. Synergy scores: CSS=31.2, Synergy_ZIP=3.05, Synergy_Bliss=5.98, Synergy_Loewe=-8.42, Synergy_HSA=2.06. (4) Drug 1: CC12CCC(CC1=CCC3C2CCC4(C3CC=C4C5=CN=CC=C5)C)O. Drug 2: CN(C(=O)NC(C=O)C(C(C(CO)O)O)O)N=O. Cell line: RXF 393. Synergy scores: CSS=10.2, Synergy_ZIP=-1.61, Synergy_Bliss=-1.76, Synergy_Loewe=-35.1, Synergy_HSA=-2.01. (5) Drug 1: CCC1(CC2CC(C3=C(CCN(C2)C1)C4=CC=CC=C4N3)(C5=C(C=C6C(=C5)C78CCN9C7C(C=CC9)(C(C(C8N6C=O)(C(=O)OC)O)OC(=O)C)CC)OC)C(=O)OC)O.OS(=O)(=O)O. Drug 2: C1=NC(=NC(=O)N1C2C(C(C(O2)CO)O)O)N. Cell line: SW-620. Synergy scores: CSS=39.1, Synergy_ZIP=-6.93, Synergy_Bliss=-1.85, Synergy_Loewe=-4.70, Synergy_HSA=0.676. (6) Drug 1: CS(=O)(=O)CCNCC1=CC=C(O1)C2=CC3=C(C=C2)N=CN=C3NC4=CC(=C(C=C4)OCC5=CC(=CC=C5)F)Cl. Drug 2: CNC(=O)C1=NC=CC(=C1)OC2=CC=C(C=C2)NC(=O)NC3=CC(=C(C=C3)Cl)C(F)(F)F. Cell line: UO-31. Synergy scores: CSS=1.24, Synergy_ZIP=-2.47, Synergy_Bliss=-2.73, Synergy_Loewe=-6.80, Synergy_HSA=-6.77. (7) Drug 1: C1=NC2=C(N=C(N=C2N1C3C(C(C(O3)CO)O)F)Cl)N. Drug 2: C1=CC=C(C=C1)NC(=O)CCCCCCC(=O)NO. Cell line: OVCAR-4. Synergy scores: CSS=6.13, Synergy_ZIP=-3.23, Synergy_Bliss=-0.252, Synergy_Loewe=1.02, Synergy_HSA=0.823. (8) Drug 1: CC1=C2C(C(=O)C3(C(CC4C(C3C(C(C2(C)C)(CC1OC(=O)C(C(C5=CC=CC=C5)NC(=O)OC(C)(C)C)O)O)OC(=O)C6=CC=CC=C6)(CO4)OC(=O)C)OC)C)OC. Drug 2: C1=NC2=C(N1)C(=S)N=CN2. Cell line: SF-539. Synergy scores: CSS=53.6, Synergy_ZIP=-2.72, Synergy_Bliss=-4.47, Synergy_Loewe=-10.3, Synergy_HSA=0.288. (9) Drug 1: CC12CCC(CC1=CCC3C2CCC4(C3CC=C4C5=CN=CC=C5)C)O. Drug 2: CC=C1C(=O)NC(C(=O)OC2CC(=O)NC(C(=O)NC(CSSCCC=C2)C(=O)N1)C(C)C)C(C)C. Cell line: OVCAR-4. Synergy scores: CSS=45.8, Synergy_ZIP=-7.07, Synergy_Bliss=-0.0796, Synergy_Loewe=-34.3, Synergy_HSA=2.03. (10) Drug 1: C1=C(C(=O)NC(=O)N1)F. Drug 2: C#CCC(CC1=CN=C2C(=N1)C(=NC(=N2)N)N)C3=CC=C(C=C3)C(=O)NC(CCC(=O)O)C(=O)O. Cell line: SK-MEL-5. Synergy scores: CSS=33.7, Synergy_ZIP=-12.9, Synergy_Bliss=-21.4, Synergy_Loewe=-19.6, Synergy_HSA=-19.8.